Dataset: Catalyst prediction with 721,799 reactions and 888 catalyst types from USPTO. Task: Predict which catalyst facilitates the given reaction. (1) Reactant: [NH2:1][C:2]1[N:6]([CH3:7])[C:5](=[O:8])[C:4]([C:15]2[CH:16]=[C:17]([C:21]3[CH:26]=[CH:25][CH:24]=[CH:23][CH:22]=3)[CH:18]=[CH:19][CH:20]=2)([C:9]2[CH:14]=[CH:13][N:12]=[CH:11][CH:10]=2)[N:3]=1.[ClH:27]. Product: [ClH:27].[NH2:1][C:2]1[N:6]([CH3:7])[C:5](=[O:8])[C:4]([C:15]2[CH:20]=[CH:19][CH:18]=[C:17]([CH:21]3[CH2:22][CH2:23][CH2:24][CH2:25][CH2:26]3)[CH:16]=2)([CH:9]2[CH2:10][CH2:11][NH:12][CH2:13][CH2:14]2)[N:3]=1. The catalyst class is: 856. (2) Reactant: [I:1]I.[CH3:3][C:4]1[N:9]=[C:8]([NH2:10])[N:7]=[C:6]([NH:11][CH2:12][CH2:13][CH2:14][CH2:15][CH3:16])[CH:5]=1.[OH-].[Na+]. Product: [I:1][C:5]1[C:6]([NH:11][CH2:12][CH2:13][CH2:14][CH2:15][CH3:16])=[N:7][C:8]([NH2:10])=[N:9][C:4]=1[CH3:3]. The catalyst class is: 34. (3) Reactant: [Br:1][C:2]1[CH:3]=[CH:4][C:5]([O:20][CH3:21])=[C:6]([C:8]([CH3:19])([CH3:18])[CH2:9][C:10]([OH:17])([C:13]([F:16])([F:15])[F:14])[CH:11]=O)[CH:7]=1.[NH2:22][C:23]1[CH:31]=[CH:30][CH:29]=[C:28]2[C:24]=1[CH:25]=[N:26][NH:27]2.C1(C)C=CC=CC=1. Product: [F:14][C:13]([F:15])([F:16])[C:10]([CH:11]=[N:22][C:23]1[CH:31]=[CH:30][CH:29]=[C:28]2[C:24]=1[CH:25]=[N:26][NH:27]2)([OH:17])[CH2:9][C:8]([C:6]1[CH:7]=[C:2]([Br:1])[CH:3]=[CH:4][C:5]=1[O:20][CH3:21])([CH3:18])[CH3:19]. The catalyst class is: 15. (4) Reactant: I[C:2]1[C:10]2[C:5](=[CH:6][CH:7]=[C:8]([NH:11][C:12]3[O:13][C:14]([CH2:17][C:18]4[CH:23]=[CH:22][CH:21]=[C:20]([O:24][CH3:25])[CH:19]=4)=[N:15][N:16]=3)[CH:9]=2)[N:4](C(OC(C)(C)C)=O)[N:3]=1.[CH:33](B(OCCCC)OCCCC)=[CH2:34].[OH-].[Ba+2].[OH-].COCCOC. Product: [CH3:25][O:24][C:20]1[CH:19]=[C:18]([CH:23]=[CH:22][CH:21]=1)[CH2:17][C:14]1[O:13][C:12]([NH:11][C:8]2[CH:9]=[C:10]3[C:5](=[CH:6][CH:7]=2)[NH:4][N:3]=[C:2]3[CH:33]=[CH2:34])=[N:16][N:15]=1. The catalyst class is: 103. (5) Reactant: [C:1](Cl)(=[O:5])[O:2][CH2:3][CH3:4].[CH2:7]([O:10][C:11]([C:13]1[O:20][C:19]2[C:18]([NH2:21])=[N:17][NH:16][C:15]=2[CH:14]=1)=[O:12])[CH2:8][CH3:9].C(N(C(C)C)CC)(C)C. Product: [CH2:7]([O:10][C:11]([C:13]1[O:20][C:19]2[C:18]([NH2:21])=[N:17][N:16]([C:1]([O:2][CH2:3][CH3:4])=[O:5])[C:15]=2[CH:14]=1)=[O:12])[CH2:8][CH3:9]. The catalyst class is: 7.